This data is from Forward reaction prediction with 1.9M reactions from USPTO patents (1976-2016). The task is: Predict the product of the given reaction. (1) Given the reactants FC(F)(F)S(O[CH2:7][C:8]([F:11])([F:10])[F:9])(=O)=O.[CH3:14][O:15][C:16]1[CH:17]=[C:18]([C:24]2[N:29]=[C:28]([O:30][C@@H:31]([C@H:33]3[CH2:37][NH:36][C:35](=[O:38])[CH2:34]3)[CH3:32])[C:27]3[NH:39][CH:40]=[N:41][C:26]=3[CH:25]=2)[CH:19]=[CH:20][C:21]=1[O:22][CH3:23].C(=O)([O-])[O-].[Cs+].[Cs+], predict the reaction product. The product is: [CH3:14][O:15][C:16]1[CH:17]=[C:18]([C:24]2[N:29]=[C:28]([O:30][C@@H:31]([C@H:33]3[CH2:37][NH:36][C:35](=[O:38])[CH2:34]3)[CH3:32])[C:27]3[N:39]([CH2:7][C:8]([F:11])([F:10])[F:9])[CH:40]=[N:41][C:26]=3[CH:25]=2)[CH:19]=[CH:20][C:21]=1[O:22][CH3:23].[CH3:14][O:15][C:16]1[CH:17]=[C:18]([C:24]2[N:29]=[C:28]([O:30][C@@H:31]([C@H:33]3[CH2:37][NH:36][C:35](=[O:38])[CH2:34]3)[CH3:32])[C:27]3[N:39]=[CH:40][N:41]([CH2:7][C:8]([F:11])([F:10])[F:9])[C:26]=3[CH:25]=2)[CH:19]=[CH:20][C:21]=1[O:22][CH3:23]. (2) The product is: [F:33][C:28]1[CH:29]=[CH:30][CH:31]=[CH:32][C:27]=1[CH2:26][CH:23]([CH:20]1[CH2:19][CH2:18][N:17]([CH2:16][C:11]2[C:10](=[O:9])[NH:15][CH:14]=[CH:13][N:12]=2)[CH2:22][CH2:21]1)[C:24]#[N:25]. Given the reactants C([O-])(=O)C.C([O:9][C:10]1[C:11]([CH2:16][N:17]2[CH2:22][CH2:21][CH:20]([CH:23]([CH2:26][C:27]3[CH:32]=[CH:31][CH:30]=[CH:29][C:28]=3[F:33])[C:24]#[N:25])[CH2:19][CH2:18]2)=[N:12][CH:13]=[CH:14][N:15]=1)(C)(C)C.[OH-].[Na+], predict the reaction product. (3) Given the reactants C(N(CC)C(C)C)(C)C.CN(C(ON1N=NC2C=CC=NC1=2)=[N+](C)C)C.F[P-](F)(F)(F)(F)F.[CH3:34][CH:35]1[CH2:40][NH:39][CH:38]([CH2:41][C:42]2([OH:45])[CH2:44][CH2:43]2)[CH2:37][CH2:36]1.[Cl:46][C:47]1[CH:52]=[CH:51][N:50]=[C:49]([CH2:53][NH:54][C:55]2[O:56][C:57]3[C:63]([O:64][CH3:65])=[CH:62][C:61]([C:66](O)=[O:67])=[CH:60][C:58]=3[N:59]=2)[CH:48]=1, predict the reaction product. The product is: [Cl:46][C:47]1[CH:52]=[CH:51][N:50]=[C:49]([CH2:53][NH:54][C:55]2[O:56][C:57]3[C:63]([O:64][CH3:65])=[CH:62][C:61]([C:66]([N:39]4[CH2:40][CH:35]([CH3:34])[CH2:36][CH2:37][CH:38]4[CH2:41][C:42]4([OH:45])[CH2:43][CH2:44]4)=[O:67])=[CH:60][C:58]=3[N:59]=2)[CH:48]=1. (4) Given the reactants [Cl:1][C:2]1[C:10]2[C:5](=[C:6]([CH3:34])[CH:7]=[C:8]([O:32][CH3:33])[C:9]=2[CH:11]([OH:31])[C:12]2[N:16](COCC[Si](C)(C)C)[C:15]3[CH:25]=[CH:26][C:27]([C:29]#[N:30])=[CH:28][C:14]=3[N:13]=2)[NH:4][CH:3]=1.ClC1C2C(=C(C)C=C(OC)C=2C(O)C2N(COCC[Si](C)(C)C)C3C=C(C#N)C=CC=3N=2)NC=1.CCCC[N+](CCCC)(CCCC)CCCC.[F-].C(N)CN.[Cl-].[NH4+], predict the reaction product. The product is: [Cl:1][C:2]1[C:10]2[C:5](=[C:6]([CH3:34])[CH:7]=[C:8]([O:32][CH3:33])[C:9]=2[CH:11]([OH:31])[C:12]2[NH:16][C:15]3[CH:25]=[CH:26][C:27]([C:29]#[N:30])=[CH:28][C:14]=3[N:13]=2)[NH:4][CH:3]=1. (5) Given the reactants [CH3:1][O:2][C:3]1[C:4]([C:11]2[CH:12]=[N:13][C:14]([C:17]([F:20])([F:19])[F:18])=[CH:15][CH:16]=2)=[CH:5][C:6]([C:9]#[N:10])=[N:7][CH:8]=1.[ClH:21], predict the reaction product. The product is: [ClH:21].[CH3:1][O:2][C:3]1[C:4]([C:11]2[CH:12]=[N:13][C:14]([C:17]([F:20])([F:18])[F:19])=[CH:15][CH:16]=2)=[CH:5][C:6]([CH2:9][NH2:10])=[N:7][CH:8]=1. (6) Given the reactants Br[C:2]1[CH:3]=[N:4][CH:5]=[C:6]2[C:11]=1[N:10]=[C:9]([C:12]([NH:14][CH:15]([C:17]([OH:20])([CH3:19])[CH3:18])[CH3:16])=[O:13])[CH:8]=[CH:7]2.[F:21][C:22]([F:35])([F:34])[CH2:23][O:24][C:25]1[CH:26]=[C:27](B(O)O)[CH:28]=[CH:29][CH:30]=1, predict the reaction product. The product is: [OH:20][C:17]([CH3:19])([CH3:18])[CH:15]([NH:14][C:12]([C:9]1[CH:8]=[CH:7][C:6]2[C:11](=[C:2]([C:27]3[CH:28]=[CH:29][CH:30]=[C:25]([O:24][CH2:23][C:22]([F:21])([F:34])[F:35])[CH:26]=3)[CH:3]=[N:4][CH:5]=2)[N:10]=1)=[O:13])[CH3:16]. (7) Given the reactants Br[C:2]1[CH:13]=[CH:12][C:5]2[CH2:6][CH2:7][CH2:8][C:9](=[O:11])[CH2:10][C:4]=2[CH:3]=1.[OH:14][CH2:15][CH:16]1[O:20][C:19](=[O:21])[NH:18][CH2:17]1.N[C@@H]1CCCC[C@H]1N.C(=O)([O-])[O-].[K+].[K+], predict the reaction product. The product is: [OH:14][CH2:15][C@@H:16]1[O:20][C:19](=[O:21])[N:18]([C:2]2[CH:13]=[CH:12][C:5]3[CH2:6][CH2:7][CH2:8][C:9](=[O:11])[CH2:10][C:4]=3[CH:3]=2)[CH2:17]1. (8) Given the reactants [C:1]([O:5][C:6]([NH:8][CH2:9][C:10]1[C:11]([CH2:45][CH:46]([CH3:48])[CH3:47])=[N:12][C:13]2[C:18]([C:19]=1[C:20]1[CH:25]=[CH:24][C:23]([CH3:26])=[CH:22][CH:21]=1)=[CH:17][C:16]([NH:27]C(=O)OCC1C3C=CC=CC=3C3C1=CC=CC=3)=[CH:15][CH:14]=2)=[O:7])([CH3:4])([CH3:3])[CH3:2].N1CCCCC1.O, predict the reaction product. The product is: [NH2:27][C:16]1[CH:17]=[C:18]2[C:13](=[CH:14][CH:15]=1)[N:12]=[C:11]([CH2:45][CH:46]([CH3:48])[CH3:47])[C:10]([CH2:9][NH:8][C:6](=[O:7])[O:5][C:1]([CH3:4])([CH3:2])[CH3:3])=[C:19]2[C:20]1[CH:21]=[CH:22][C:23]([CH3:26])=[CH:24][CH:25]=1. (9) The product is: [Cl:42][C:36]1[CH:35]=[C:34]([CH:39]=[CH:38][C:37]=1[O:40][CH3:41])[CH2:33][NH:32][C:23]1[C:24]2[C:29](=[CH:28][CH:27]=[C:26]([C:30]#[N:31])[CH:25]=2)[C:20]([N:17]2[CH2:18][CH2:19][CH:14]([N:47]3[C:46](=[O:48])[C:45]4=[CH:49][CH:50]=[CH:51][CH:52]=[C:44]4[C:43]3=[O:53])[CH2:15][CH2:16]2)=[N:21][N:22]=1. Given the reactants N(C(OCC)=O)=NC(OCC)=O.O[CH:14]1[CH2:19][CH2:18][N:17]([C:20]2[C:29]3[C:24](=[CH:25][C:26]([C:30]#[N:31])=[CH:27][CH:28]=3)[C:23]([NH:32][CH2:33][C:34]3[CH:39]=[CH:38][C:37]([O:40][CH3:41])=[C:36]([Cl:42])[CH:35]=3)=[N:22][N:21]=2)[CH2:16][CH2:15]1.[C:43]1(=[O:53])[NH:47][C:46](=[O:48])[C:45]2=[CH:49][CH:50]=[CH:51][CH:52]=[C:44]12.C1(P(C2C=CC=CC=2)C2C=CC=CC=2)C=CC=CC=1, predict the reaction product.